The task is: Regression. Given a peptide amino acid sequence and an MHC pseudo amino acid sequence, predict their binding affinity value. This is MHC class I binding data.. This data is from Peptide-MHC class I binding affinity with 185,985 pairs from IEDB/IMGT. (1) The peptide sequence is GDYKLVEI. The MHC is HLA-B35:03 with pseudo-sequence HLA-B35:03. The binding affinity (normalized) is 0. (2) The peptide sequence is GEMCEDTVTY. The MHC is HLA-B44:03 with pseudo-sequence HLA-B44:03. The binding affinity (normalized) is 0.571. (3) The peptide sequence is EGFDPRALI. The MHC is HLA-A02:03 with pseudo-sequence HLA-A02:03. The binding affinity (normalized) is 0.0847. (4) The peptide sequence is YRLLLTRVL. The MHC is Mamu-B03 with pseudo-sequence Mamu-B03. The binding affinity (normalized) is 0.756. (5) The peptide sequence is ETACLGKSY. The MHC is HLA-A25:01 with pseudo-sequence HLA-A25:01. The binding affinity (normalized) is 0.714. (6) The peptide sequence is YPGIKVRQL. The MHC is HLA-A01:01 with pseudo-sequence HLA-A01:01. The binding affinity (normalized) is 0. (7) The MHC is H-2-Kd with pseudo-sequence H-2-Kd. The peptide sequence is TNQRTRALV. The binding affinity (normalized) is 0. (8) The peptide sequence is IAASIILEF. The MHC is HLA-B35:01 with pseudo-sequence HLA-B35:01. The binding affinity (normalized) is 0.714.